From a dataset of Forward reaction prediction with 1.9M reactions from USPTO patents (1976-2016). Predict the product of the given reaction. (1) Given the reactants [Si:1]([N:8]1[C:11](=[O:12])[C@H:10]([CH2:13]/[CH:14]=[CH:15]/[Cl:16])[C@H:9]1[C:17]([O:19][CH2:20][C:21]1[CH:26]=[CH:25][CH:24]=[CH:23][CH:22]=1)=[O:18])([C:4]([CH3:7])([CH3:6])[CH3:5])([CH3:3])[CH3:2].ClC1C=CC=C(C(OO)=[O:35])C=1.C(C1C=C(C)C=C(C(C)(C)C)C=1O)(C)(C)C, predict the reaction product. The product is: [Si:1]([N:8]1[C:11](=[O:12])[C@H:10]([CH2:13][CH:14]2[CH:15]([Cl:16])[O:35]2)[C@H:9]1[C:17]([O:19][CH2:20][C:21]1[CH:22]=[CH:23][CH:24]=[CH:25][CH:26]=1)=[O:18])([C:4]([CH3:7])([CH3:6])[CH3:5])([CH3:3])[CH3:2]. (2) The product is: [CH2:31]([C@H:30]1[C@@H:26]([C:6]2[N:7]3[C:12]4[CH:13]=[CH:14][NH:15][C:11]=4[N:10]=[CH:9][C:8]3=[C:4]([CH2:1][CH2:2][CH2:3][OH:43])[N:5]=2)[CH2:27][C@@H:28]([NH:33][S:34]([CH:37]2[CH2:39][CH2:38]2)(=[O:35])=[O:36])[CH2:29]1)[CH3:32]. Given the reactants [CH2:1]([C:4]1[N:5]=[C:6]([C@@H:26]2[C@H:30]([CH2:31][CH3:32])[CH2:29][C@H:28]([NH:33][S:34]([CH:37]3[CH2:39][CH2:38]3)(=[O:36])=[O:35])[CH2:27]2)[N:7]2[C:12]3[CH:13]=[CH:14][N:15](S(C4C=CC(C)=CC=4)(=O)=O)[C:11]=3[N:10]=[CH:9][C:8]=12)[CH:2]=[CH2:3].CSC.[OH:43]O.[OH-].[Na+], predict the reaction product.